From a dataset of Full USPTO retrosynthesis dataset with 1.9M reactions from patents (1976-2016). Predict the reactants needed to synthesize the given product. Given the product [Cl:1][C:2]1[CH:29]=[CH:28][C:5]([O:6][C:7]2[CH:8]=[CH:9][C:10]([C:13]3[CH:14]([CH2:23][OH:24])[C:15]4([CH2:22][CH2:21][CH2:20][CH2:19][CH2:18]4)[O:16][N:17]=3)=[CH:11][CH:12]=2)=[CH:4][CH:3]=1, predict the reactants needed to synthesize it. The reactants are: [Cl:1][C:2]1[CH:29]=[CH:28][C:5]([O:6][C:7]2[CH:12]=[CH:11][C:10]([C:13]3[CH:14]([C:23](OCC)=[O:24])[C:15]4([CH2:22][CH2:21][CH2:20][CH2:19][CH2:18]4)[O:16][N:17]=3)=[CH:9][CH:8]=2)=[CH:4][CH:3]=1.[H-].[H-].[H-].[H-].[Li+].[Al+3].O.